Task: Predict which catalyst facilitates the given reaction.. Dataset: Catalyst prediction with 721,799 reactions and 888 catalyst types from USPTO (1) Reactant: [NH2:1][C:2](=[O:25])[CH2:3][O:4][NH:5][C:6]([C@@H:8]1[CH2:14][CH2:13][C@@H:12]2[CH2:15][N:9]1[C:10](=[O:24])[N:11]2[O:16]CC1C=CC=CC=1)=[O:7]. Product: [NH2:1][C:2](=[O:25])[CH2:3][O:4][NH:5][C:6]([C@@H:8]1[CH2:14][CH2:13][C@@H:12]2[CH2:15][N:9]1[C:10](=[O:24])[N:11]2[OH:16])=[O:7]. The catalyst class is: 19. (2) Reactant: [CH3:1][O:2][C:3]([C@@H:5]([CH2:10][CH:11]([CH3:13])[CH3:12])[CH2:6][C:7]([OH:9])=O)=[O:4].C(Cl)CCl.C1C=CC2N(O)N=NC=2C=1.[NH2:28][C@@H:29]([CH2:34][CH2:35][C:36]1[CH:41]=[CH:40][CH:39]=[CH:38][CH:37]=1)[C:30]([NH:32][CH3:33])=[O:31].C(N(CC)CC)C. Product: [CH3:12][CH:11]([CH3:13])[CH2:10][C@@H:5]([CH2:6][C:7]([NH:28][C@@H:29]([CH2:34][CH2:35][C:36]1[CH:37]=[CH:38][CH:39]=[CH:40][CH:41]=1)[C:30]([NH:32][CH3:33])=[O:31])=[O:9])[C:3]([O:2][CH3:1])=[O:4]. The catalyst class is: 1. (3) Reactant: [H-].[H-].[H-].[H-].[Li+].[Al+3].[Cl:7][C:8]1[CH:9]=[C:10]([C:14](=[O:18])[CH2:15][C:16]#[N:17])[CH:11]=[CH:12][CH:13]=1.[OH-].[Na+]. Product: [NH2:17][CH2:16][CH2:15][CH:14]([C:10]1[CH:11]=[CH:12][CH:13]=[C:8]([Cl:7])[CH:9]=1)[OH:18]. The catalyst class is: 1. (4) Reactant: [NH2:1][NH:2][C:3]([NH2:5])=[S:4].[CH3:6][O:7][C:8]1[CH:9]=[C:10]([CH:15]=[CH:16][C:17]=1[O:18][CH3:19])[O:11][CH2:12][C:13]#N.N. Product: [CH3:6][O:7][C:8]1[CH:9]=[C:10]([CH:15]=[CH:16][C:17]=1[O:18][CH3:19])[O:11][CH2:12][C:13]1[S:4][C:3]([NH2:5])=[N:2][N:1]=1. The catalyst class is: 55. (5) Reactant: [N:1]1[CH:6]=[CH:5][CH:4]=[C:3](/[CH:7]=[CH:8]/[C:9]([OH:11])=O)[CH:2]=1.[CH3:12][O:13][C:14]1[CH:22]=[CH:21][CH:20]=[CH:19][C:15]=1[CH2:16][CH2:17][NH2:18].O. Product: [CH3:12][O:13][C:14]1[CH:22]=[CH:21][CH:20]=[CH:19][C:15]=1[CH2:16][CH2:17][NH:18][C:9](=[O:11])/[CH:8]=[CH:7]/[C:3]1[CH:2]=[N:1][CH:6]=[CH:5][CH:4]=1. The catalyst class is: 9. (6) Reactant: [CH:1]([C:3]1[C:4]([OH:13])=[C:5]([CH:10]=[CH:11][CH:12]=1)[C:6]([O:8][CH3:9])=[O:7])=O.C1(C)C=CC(C2C(C([NH:28][NH2:29])=O)=CC=CC=2)=CC=1.[C:31]1([CH3:41])[CH:36]=[CH:35][C:34](S(O)(=O)=O)=[CH:33][CH:32]=1. Product: [OH:13][C:4]1[C:3]([CH:1]=[N:28][NH:29][C:34]2[CH:35]=[CH:36][C:31]([CH3:41])=[CH:32][CH:33]=2)=[CH:12][CH:11]=[CH:10][C:5]=1[C:6]([O:8][CH3:9])=[O:7]. The catalyst class is: 5. (7) Reactant: [OH:1][C@H:2]1[CH2:7][CH2:6][CH2:5][CH2:4][C@@H:3]1[NH:8][C:9]([C:11]1[C:15]2=[N:16][CH:17]=[CH:18][CH:19]=[C:14]2[NH:13][CH:12]=1)=[O:10].Br[CH2:21][C:22]1[CH:27]=[CH:26][C:25]([CH3:28])=[CH:24][CH:23]=1.C(=O)([O-])[O-].[Cs+].[Cs+]. Product: [OH:1][C@H:2]1[CH2:7][CH2:6][CH2:5][CH2:4][C@@H:3]1[NH:8][C:9]([C:11]1[C:15]2=[N:16][CH:17]=[CH:18][CH:19]=[C:14]2[N:13]([CH2:21][C:22]2[CH:27]=[CH:26][C:25]([CH3:28])=[CH:24][CH:23]=2)[CH:12]=1)=[O:10]. The catalyst class is: 44. (8) Reactant: C[O:2][C:3]1[C:8]2[CH:9]=[CH:10][O:11][C:7]=2[C:6]([C:12]#[N:13])=[CH:5][CH:4]=1.B(Br)(Br)Br. Product: [OH:2][C:3]1[C:8]2[CH:9]=[CH:10][O:11][C:7]=2[C:6]([C:12]#[N:13])=[CH:5][CH:4]=1. The catalyst class is: 2.